This data is from Catalyst prediction with 721,799 reactions and 888 catalyst types from USPTO. The task is: Predict which catalyst facilitates the given reaction. (1) Reactant: [CH:1]1([S:6]([C:8]2[CH:9]=[C:10]([CH2:14][CH2:15][CH2:16][CH2:17][O:18][CH2:19][CH2:20][CH2:21][CH2:22][CH2:23][CH2:24][N:25]3[CH2:29][C@@H:28]([C:30]4[CH:41]=[CH:40][C:33]5[O:34][C:35]([CH3:39])([CH3:38])[O:36][CH2:37][C:32]=5[CH:31]=4)[O:27]C3=O)[CH:11]=[CH:12][CH:13]=2)=[O:7])[CH2:5][CH2:4][CH2:3][CH2:2]1.C[Si](C)(C)[O-].[K+]. Product: [CH:1]1([S:6]([C:8]2[CH:9]=[C:10]([CH2:14][CH2:15][CH2:16][CH2:17][O:18][CH2:19][CH2:20][CH2:21][CH2:22][CH2:23][CH2:24][NH:25][CH2:29][C@@H:28]([C:30]3[CH:41]=[CH:40][C:33]4[O:34][C:35]([CH3:38])([CH3:39])[O:36][CH2:37][C:32]=4[CH:31]=3)[OH:27])[CH:11]=[CH:12][CH:13]=2)=[O:7])[CH2:2][CH2:3][CH2:4][CH2:5]1. The catalyst class is: 7. (2) Reactant: [C:1](Cl)(=[O:9])[O:2][C:3]1[CH:8]=[CH:7][CH:6]=[CH:5][CH:4]=1.N1C=CC=CC=1.[CH3:17][N:18]1[CH:22]=[C:21]([NH2:23])[CH:20]=[N:19]1. Product: [CH3:17][N:18]1[CH:22]=[C:21]([NH:23][C:1](=[O:9])[O:2][C:3]2[CH:8]=[CH:7][CH:6]=[CH:5][CH:4]=2)[CH:20]=[N:19]1. The catalyst class is: 4.